Dataset: Reaction yield outcomes from USPTO patents with 853,638 reactions. Task: Predict the reaction yield, written as a fraction of the theoretical maximum amount of product (1.0 means a 100% yield; for example, 0.34 means a 34% yield). (1) The reactants are [F:1][C:2]1[CH:7]=[CH:6][CH:5]=[CH:4][C:3]=1[C@@H:8]1[NH:13][C:12](=[O:14])[C@H:11]([CH2:15][CH:16]([CH3:18])[CH3:17])[NH:10][CH2:9]1.[F:19][C:20]1[CH:25]=[CH:24][C:23]([C:26]2[O:30][N:29]=[C:28]([C:31](O)=[O:32])[CH:27]=2)=[CH:22][CH:21]=1.C([C@@H]1N(C([C@@H]2C[C@H]2C2C=CC=CC=2)=O)C[C@H](CC(C)C)NC1=O)C(C)C. No catalyst specified. The product is [F:1][C:2]1[CH:7]=[CH:6][CH:5]=[CH:4][C:3]=1[C@@H:8]1[NH:13][C:12](=[O:14])[C@H:11]([CH2:15][CH:16]([CH3:18])[CH3:17])[N:10]([C:31]([C:28]2[CH:27]=[C:26]([C:23]3[CH:24]=[CH:25][C:20]([F:19])=[CH:21][CH:22]=3)[O:30][N:29]=2)=[O:32])[CH2:9]1. The yield is 0.860. (2) The reactants are [CH2:1]([O:3][C:4](=[O:22])[CH2:5][NH:6][CH2:7][CH2:8][NH:9][S:10]([C:13]1[S:14][C:15]2[CH:21]=[CH:20][CH:19]=[CH:18][C:16]=2[N:17]=1)(=[O:12])=[O:11])[CH3:2].[CH3:23][O:24][C:25]1[CH:49]=[CH:48][C:28]([CH2:29][O:30][C:31]([NH:33][C:34]2[NH:35][C:36](=[O:47])[C:37]3[N:38]=[CH:39][N:40]([CH2:43][C:44](O)=[O:45])[C:41]=3[N:42]=2)=[O:32])=[CH:27][CH:26]=1. No catalyst specified. The product is [CH2:1]([O:3][C:4](=[O:22])[CH2:5][N:6]([CH2:7][CH2:8][NH:9][S:10]([C:13]1[S:14][C:15]2[CH:21]=[CH:20][CH:19]=[CH:18][C:16]=2[N:17]=1)(=[O:12])=[O:11])[C:44](=[O:45])[CH2:43][N:40]1[CH:39]=[N:38][C:37]2[C:36](=[O:47])[NH:35][C:34]([NH:33][C:31]([O:30][CH2:29][C:28]3[CH:48]=[CH:49][C:25]([O:24][CH3:23])=[CH:26][CH:27]=3)=[O:32])=[N:42][C:41]1=2)[CH3:2]. The yield is 0.780. (3) The reactants are C([O:3][C:4]([CH:6]1[CH2:11][CH2:10][CH:9]([NH:12][C:13]2[CH:18]=[CH:17][C:16]([F:19])=[CH:15][CH:14]=2)[CH2:8][CH2:7]1)=[O:5])C.O[Li].O.CO.O. The catalyst is C1COCC1. The product is [F:19][C:16]1[CH:15]=[CH:14][C:13]([NH:12][C@H:9]2[CH2:8][CH2:7][C@H:6]([C:4]([OH:5])=[O:3])[CH2:11][CH2:10]2)=[CH:18][CH:17]=1.[F:19][C:16]1[CH:15]=[CH:14][C:13]([NH:12][C@@H:9]2[CH2:8][CH2:7][C@H:6]([C:4]([OH:5])=[O:3])[CH2:11][CH2:10]2)=[CH:18][CH:17]=1. The yield is 0.200. (4) The reactants are [CH2:1]([N:3]([C:12]1[CH:13]=[CH:14][C:15]([CH3:28])=[C:16]2[C:20]=1[NH:19][C:18]([C:21]1[S:22][C:23]([CH:26]=[O:27])=[CH:24][N:25]=1)=[CH:17]2)[S:4]([C:7]1[S:8][CH:9]=[CH:10][CH:11]=1)(=[O:6])=[O:5])[CH3:2].CO.[BH4-].[Na+].C(O)(=O)CC(CC(O)=O)(C(O)=O)O. The catalyst is O1CCCC1. The product is [CH2:1]([N:3]([C:12]1[CH:13]=[CH:14][C:15]([CH3:28])=[C:16]2[C:20]=1[NH:19][C:18]([C:21]1[S:22][C:23]([CH2:26][OH:27])=[CH:24][N:25]=1)=[CH:17]2)[S:4]([C:7]1[S:8][CH:9]=[CH:10][CH:11]=1)(=[O:5])=[O:6])[CH3:2]. The yield is 0.720. (5) The reactants are [Cl:1][C:2]1[N:3]=[C:4](Cl)[C:5]2[C:10]([C:11]3[CH:20]=[CH:19][C:14]4[N:15]=[C:16]([CH3:18])[O:17][C:13]=4[CH:12]=3)=[CH:9][N:8]([CH2:21][O:22][CH2:23][CH2:24][Si:25]([CH3:28])([CH3:27])[CH3:26])[C:6]=2[N:7]=1.[CH:30]1([OH:33])[CH2:32][CH2:31]1.CC(C)([O-])C.[Na+]. The catalyst is O1CCOCC1. The product is [Cl:1][C:2]1[N:3]=[C:4]([O:33][CH:30]2[CH2:32][CH2:31]2)[C:5]2[C:10]([C:11]3[CH:20]=[CH:19][C:14]4[N:15]=[C:16]([CH3:18])[O:17][C:13]=4[CH:12]=3)=[CH:9][N:8]([CH2:21][O:22][CH2:23][CH2:24][Si:25]([CH3:28])([CH3:27])[CH3:26])[C:6]=2[N:7]=1. The yield is 0.800. (6) The reactants are [N:1]1[C:6]2[CH2:7][NH:8][CH2:9][C:5]=2[C:4]([O:10][C:11]2[CH:12]=[C:13]3[C:17](=[CH:18][CH:19]=2)[N:16]([C:20]([NH:22][C:23]2[CH:28]=[CH:27][CH:26]=[C:25]([C:29]([F:32])([F:31])[F:30])[CH:24]=2)=[O:21])[CH:15]=[CH:14]3)=[N:3][CH:2]=1.Br[CH2:34][C:35]([O:37]C(C)(C)C)=[O:36].CN([CH:45]=[O:46])C. No catalyst specified. The product is [C:45]([OH:46])([C:29]([F:32])([F:31])[F:30])=[O:36].[F:32][C:29]([F:31])([F:30])[C:25]1[CH:24]=[C:23]([NH:22][C:20]([N:16]2[C:17]3[C:13](=[CH:12][C:11]([O:10][C:4]4[C:5]5[CH2:9][N:8]([CH2:34][C:35]([OH:37])=[O:36])[CH2:7][C:6]=5[N:1]=[CH:2][N:3]=4)=[CH:19][CH:18]=3)[CH:14]=[CH:15]2)=[O:21])[CH:28]=[CH:27][CH:26]=1. The yield is 0.00100.